This data is from Forward reaction prediction with 1.9M reactions from USPTO patents (1976-2016). The task is: Predict the product of the given reaction. (1) Given the reactants [C:1]([O:5][C:6]([NH:8][C@@H:9]([CH2:13][O:14][C:15]1[CH:20]=[C:19]([CH3:21])[CH:18]=[CH:17][C:16]=1[N+:22]([O-:24])=[O:23])[C:10]([OH:12])=[O:11])=[O:7])([CH3:4])([CH3:3])[CH3:2].F[C:26]1C=C(C)C=CC=1[N+]([O-])=O, predict the reaction product. The product is: [C:1]([O:5][C:6]([NH:8][C@@H:9]([C@@H:13]([O:14][C:15]1[CH:20]=[C:19]([CH3:21])[CH:18]=[CH:17][C:16]=1[N+:22]([O-:24])=[O:23])[CH3:26])[C:10]([OH:12])=[O:11])=[O:7])([CH3:4])([CH3:2])[CH3:3]. (2) Given the reactants [CH2:1]([O:4][P:5]([O:11][CH2:12][C:13]1[CH:30]=[C:29]([C:31]#[N:32])[CH:28]=[CH:27][C:14]=1[C:15]([O:17]CC1C=CC(OC)=CC=1)=[O:16])([O:7][CH2:8][CH:9]=[CH2:10])=[O:6])[CH:2]=[CH2:3].C1(OC)C=CC=CC=1.FC(F)(F)C(O)=O, predict the reaction product. The product is: [CH2:8]([O:7][P:5]([O:11][CH2:12][C:13]1[CH:30]=[C:29]([C:31]#[N:32])[CH:28]=[CH:27][C:14]=1[C:15]([OH:17])=[O:16])([O:4][CH2:1][CH:2]=[CH2:3])=[O:6])[CH:9]=[CH2:10]. (3) Given the reactants [CH3:1][C:2]1[CH:10]=[CH:9][CH:8]=[C:7]([CH3:11])[C:3]=1[C:4]([OH:6])=O.C[O:13][C:14](=[O:42])[C:15]1[CH:20]=[CH:19][C:18]([N:21]([CH:31]2[CH2:36][CH2:35][N:34]([CH:37]([CH3:41])[CH2:38][CH2:39][NH2:40])[CH2:33][CH2:32]2)[CH2:22][C:23]2[CH:28]=[CH:27][CH:26]=[C:25]([C:29]#[N:30])[CH:24]=2)=[CH:17][CH:16]=1, predict the reaction product. The product is: [C:29]([C:25]1[CH:24]=[C:23]([CH:28]=[CH:27][CH:26]=1)[CH2:22][N:21]([CH:31]1[CH2:32][CH2:33][N:34]([CH:37]([CH3:41])[CH2:38][CH2:39][NH:40][C:4](=[O:6])[C:3]2[C:7]([CH3:11])=[CH:8][CH:9]=[CH:10][C:2]=2[CH3:1])[CH2:35][CH2:36]1)[C:18]1[CH:17]=[CH:16][C:15]([C:14]([OH:42])=[O:13])=[CH:20][CH:19]=1)#[N:30]. (4) Given the reactants [F:1][C:2]1[C:3]([C:20]2[S:24][C:23]([C:25]3([OH:29])[CH2:28][CH2:27][CH2:26]3)=[N:22][CH:21]=2)=[C:4]2[CH:10]=[C:9]([C:11]3[CH:12]=[N:13][N:14]([CH2:16][C:17](O)=[O:18])[CH:15]=3)[NH:8][C:5]2=[N:6][CH:7]=1.[CH3:30][N:31]1[CH2:37][CH2:36][CH2:35][NH:34][CH2:33][CH2:32]1.CN1CCOCC1.O.ON1C2C=CC=CC=2N=N1.Cl.CN(C)CCCN=C=NCC, predict the reaction product. The product is: [F:1][C:2]1[C:3]([C:20]2[S:24][C:23]([C:25]3([OH:29])[CH2:28][CH2:27][CH2:26]3)=[N:22][CH:21]=2)=[C:4]2[CH:10]=[C:9]([C:11]3[CH:12]=[N:13][N:14]([CH2:16][C:17]([N:34]4[CH2:35][CH2:36][CH2:37][N:31]([CH3:30])[CH2:32][CH2:33]4)=[O:18])[CH:15]=3)[NH:8][C:5]2=[N:6][CH:7]=1.